From a dataset of Reaction yield outcomes from USPTO patents with 853,638 reactions. Predict the reaction yield, written as a fraction of the theoretical maximum amount of product (1.0 means a 100% yield; for example, 0.34 means a 34% yield). The reactants are [Br:1][C:2]1[CH:3]=[C:4]([CH:9]([C:12]2[C:17]([CH:18]([CH3:20])[CH3:19])=[C:16]([O:21][CH3:22])[N:15]=[C:14]([O:23][CH3:24])[N:13]=2)C#N)[CH:5]=[C:6]([CH3:8])[CH:7]=1.[H-].[Na+].CN(C=[O:31])C. No catalyst specified. The product is [Br:1][C:2]1[CH:3]=[C:4]([C:9]([C:12]2[C:17]([CH:18]([CH3:20])[CH3:19])=[C:16]([O:21][CH3:22])[N:15]=[C:14]([O:23][CH3:24])[N:13]=2)=[O:31])[CH:5]=[C:6]([CH3:8])[CH:7]=1. The yield is 0.890.